Dataset: Forward reaction prediction with 1.9M reactions from USPTO patents (1976-2016). Task: Predict the product of the given reaction. (1) Given the reactants [CH3:1][CH:2]1[CH2:7][CH2:6][CH2:5][CH2:4][N:3]1[CH2:8][C:9]1[N:14]=[C:13]([NH:15][C:16]([NH:18][C:19]2[N:20]=[C:21]([C:24]3[CH:29]=[CH:28][N:27]=[CH:26][CH:25]=3)[S:22][CH:23]=2)=[O:17])[CH:12]=[CH:11][CH:10]=1.[ClH:30], predict the reaction product. The product is: [ClH:30].[CH3:1][CH:2]1[CH2:7][CH2:6][CH2:5][CH2:4][N:3]1[CH2:8][C:9]1[N:14]=[C:13]([NH:15][C:16]([NH:18][C:19]2[N:20]=[C:21]([C:24]3[CH:25]=[CH:26][N:27]=[CH:28][CH:29]=3)[S:22][CH:23]=2)=[O:17])[CH:12]=[CH:11][CH:10]=1. (2) The product is: [F:44][C@@H:39]1[C@H:38]([O:37][C:34]2[N:35]=[CH:36][C:31]([C:3]3[C:2]([CH3:1])=[N:7][CH:6]=[C:5]([NH:8][C:9](=[O:20])[C:10]4[CH:15]=[CH:14][CH:13]=[C:12]([C:16]([F:17])([F:18])[F:19])[CH:11]=4)[CH:4]=3)=[CH:32][C:33]=2[N:45]2[CH2:50][CH2:49][O:48][CH2:47][CH2:46]2)[CH2:43][CH2:42][O:41][CH2:40]1. Given the reactants [CH3:1][C:2]1[N:7]=[CH:6][C:5]([NH:8][C:9](=[O:20])[C:10]2[CH:15]=[CH:14][CH:13]=[C:12]([C:16]([F:19])([F:18])[F:17])[CH:11]=2)=[CH:4][C:3]=1B1OC(C)(C)C(C)(C)O1.Br[C:31]1[CH:32]=[C:33]([N:45]2[CH2:50][CH2:49][O:48][CH2:47][CH2:46]2)[C:34]([O:37][C@H:38]2[CH2:43][CH2:42][O:41][CH2:40][C@H:39]2[F:44])=[N:35][CH:36]=1.C(=O)([O-])[O-].[Na+].[Na+], predict the reaction product.